Dataset: Forward reaction prediction with 1.9M reactions from USPTO patents (1976-2016). Task: Predict the product of the given reaction. (1) Given the reactants [CH3:1][O:2][C:3](=[O:33])[CH2:4][C@H:5]1[C:9]2[CH:10]=[CH:11][C:12]([O:14][C@H:15]3[C:23]4[C:18](=[C:19](B5OC(C)(C)C(C)(C)O5)[CH:20]=[CH:21][CH:22]=4)[CH2:17][CH2:16]3)=[CH:13][C:8]=2[O:7][CH2:6]1.Br[C:35]1[C:36]([CH3:44])=[CH:37][C:38](=[O:43])[N:39]([CH3:42])[C:40]=1[CH3:41], predict the reaction product. The product is: [CH3:1][O:2][C:3](=[O:33])[CH2:4][C@H:5]1[C:9]2[CH:10]=[CH:11][C:12]([O:14][C@H:15]3[C:23]4[C:18](=[C:19]([C:35]5[C:36]([CH3:44])=[CH:37][C:38](=[O:43])[N:39]([CH3:42])[C:40]=5[CH3:41])[CH:20]=[CH:21][CH:22]=4)[CH2:17][CH2:16]3)=[CH:13][C:8]=2[O:7][CH2:6]1. (2) Given the reactants C([O:3][C:4](=[O:12])[C:5]1[CH:10]=[CH:9][C:8](Br)=[CH:7][CH:6]=1)C.[Cl:13][C:14]1[C:22]([Cl:23])=[C:21]2[C:17]([CH2:18][C:19]([CH:26]3[CH2:30][CH2:29][CH2:28][CH2:27]3)([CH3:25])[C:20]2=[O:24])=[CH:16][C:15]=1[OH:31], predict the reaction product. The product is: [Cl:13][C:14]1[C:22]([Cl:23])=[C:21]2[C:17]([CH2:18][C:19]([CH:26]3[CH2:30][CH2:29][CH2:28][CH2:27]3)([CH3:25])[C:20]2=[O:24])=[CH:16][C:15]=1[O:31][CH2:4][C:5]1[CH:6]=[C:7]([C:8]2[CH:7]=[CH:6][C:5]([C:4]([OH:3])=[O:12])=[CH:10][CH:9]=2)[CH:8]=[CH:9][CH:10]=1. (3) Given the reactants [C:1]([BH3-])#N.[Na+].[Cl:5][C:6]1[N:11]=[CH:10][C:9]([CH2:12][NH:13][CH:14]2[CH2:19][CH2:18][N:17]([C:20]([O:22][C:23]([CH3:26])([CH3:25])[CH3:24])=[O:21])[CH2:16][CH2:15]2)=[CH:8][CH:7]=1.C=O.Cl.C([O-])(O)=O.[Na+], predict the reaction product. The product is: [Cl:5][C:6]1[N:11]=[CH:10][C:9]([CH2:12][N:13]([CH3:1])[CH:14]2[CH2:15][CH2:16][N:17]([C:20]([O:22][C:23]([CH3:26])([CH3:25])[CH3:24])=[O:21])[CH2:18][CH2:19]2)=[CH:8][CH:7]=1.